This data is from Catalyst prediction with 721,799 reactions and 888 catalyst types from USPTO. The task is: Predict which catalyst facilitates the given reaction. (1) Reactant: [OH:1][C:2]1[CH:10]=[CH:9][C:5]([C:6]([NH2:8])=[O:7])=[CH:4][CH:3]=1.O[CH:12]1[CH2:17][CH2:16][N:15]([C:18]([O:20][C:21]([CH3:24])([CH3:23])[CH3:22])=[O:19])[CH2:14][CH2:13]1.C1(P(C2C=CC=CC=2)C2C=CC=CC=2)C=CC=CC=1.N(C(OCC)=O)=NC([O-])=O. The catalyst class is: 7. Product: [NH2:8][C:6]([C:5]1[CH:9]=[CH:10][C:2]([O:1][CH:12]2[CH2:17][CH2:16][N:15]([C:18]([O:20][C:21]([CH3:24])([CH3:23])[CH3:22])=[O:19])[CH2:14][CH2:13]2)=[CH:3][CH:4]=1)=[O:7]. (2) Reactant: [F:1][C:2]([F:9])([F:8])[C:3]1[CH:4]=[N:5][NH:6][CH:7]=1.[H-].[Na+].F[C:13]1[CH:18]=[CH:17][CH:16]=[C:15]([O:19][C:20]2[CH:21]=[C:22]([C:25]([F:28])([F:27])[F:26])[S:23][CH:24]=2)[N:14]=1.O. Product: [F:1][C:2]([F:9])([F:8])[C:3]1[CH:4]=[N:5][N:6]([C:13]2[CH:18]=[CH:17][CH:16]=[C:15]([O:19][C:20]3[CH:21]=[C:22]([C:25]([F:26])([F:27])[F:28])[S:23][CH:24]=3)[N:14]=2)[CH:7]=1. The catalyst class is: 44. (3) Reactant: [CH2:1]([O:8][C:9]1[C:18]2[C:13](=[CH:14][CH:15]=[C:16](Br)[CH:17]=2)[N:12]=[C:11]([CH2:20][O:21][C:22]2[CH:27]=[CH:26][CH:25]=[C:24]([O:28][CH2:29][CH:30]3[CH2:35][CH2:34][O:33][CH2:32][CH2:31]3)[CH:23]=2)[C:10]=1[CH3:36])[C:2]1[CH:7]=[CH:6][CH:5]=[CH:4][CH:3]=1.[N:37]1[CH:42]=[CH:41][CH:40]=[C:39](OB(O)O)[CH:38]=1.C(=O)([O-])[O-].[Na+].[Na+].O. Product: [CH2:1]([O:8][C:9]1[C:18]2[C:13](=[CH:14][CH:15]=[C:16]([C:39]3[CH:38]=[N:37][CH:42]=[CH:41][CH:40]=3)[CH:17]=2)[N:12]=[C:11]([CH2:20][O:21][C:22]2[CH:27]=[CH:26][CH:25]=[C:24]([O:28][CH2:29][CH:30]3[CH2:35][CH2:34][O:33][CH2:32][CH2:31]3)[CH:23]=2)[C:10]=1[CH3:36])[C:2]1[CH:7]=[CH:6][CH:5]=[CH:4][CH:3]=1. The catalyst class is: 77. (4) Product: [C:1]([C:5]1[CH:10]=[CH:9][C:8]([N:11]2[C:15](=[O:16])[C:14]([CH3:18])([CH3:17])[N:13]([CH2:19][C:20]3[CH:25]=[CH:24][N:23]=[C:22]([NH:28][C:27]([NH:13][CH2:14][CH2:15][N:11]([CH3:12])[CH3:8])=[O:26])[CH:21]=3)[C:12]2=[O:30])=[CH:7][CH:6]=1)([CH3:4])([CH3:3])[CH3:2]. Reactant: [C:1]([C:5]1[CH:10]=[CH:9][C:8]([N:11]2[C:15](=[O:16])[C:14]([CH3:18])([CH3:17])[N:13]([CH2:19][C:20]3[CH:25]=[CH:24][N:23]4[O:26][C:27](=S)[N:28]=[C:22]4[CH:21]=3)[C:12]2=[O:30])=[CH:7][CH:6]=1)([CH3:4])([CH3:3])[CH3:2]. The catalyst class is: 12.